From a dataset of Choline transporter screen with 302,306 compounds. Binary Classification. Given a drug SMILES string, predict its activity (active/inactive) in a high-throughput screening assay against a specified biological target. (1) The drug is s1c(c(n(CC=C)c1=S)NC(=O)CC)C(OCC)=O. The result is 0 (inactive). (2) The drug is O=C(Nc1n(nc(c1)C)c1nc(cc(n1)C)C)C(CC)c1ccccc1. The result is 0 (inactive).